Dataset: Reaction yield outcomes from USPTO patents with 853,638 reactions. Task: Predict the reaction yield, written as a fraction of the theoretical maximum amount of product (1.0 means a 100% yield; for example, 0.34 means a 34% yield). (1) The reactants are [CH3:1][O:2][C:3](=[O:32])[C:4]1[CH:9]=[CH:8][C:7]([CH2:10][N:11]2[CH:15]=[C:14]([C:16]3[CH:21]=[CH:20][C:19]([Cl:22])=[CH:18][C:17]=3[Cl:23])[N:13]=[C:12]2[CH2:24][C:25]2[CH:30]=[CH:29][C:28](Br)=[CH:27][CH:26]=2)=[CH:6][CH:5]=1.[CH3:33][S:34]([C:37]1[CH:38]=[C:39](B(O)O)[CH:40]=[CH:41][CH:42]=1)(=[O:36])=[O:35]. No catalyst specified. The product is [CH3:1][O:2][C:3](=[O:32])[C:4]1[CH:9]=[CH:8][C:7]([CH2:10][N:11]2[CH:15]=[C:14]([C:16]3[CH:21]=[CH:20][C:19]([Cl:22])=[CH:18][C:17]=3[Cl:23])[N:13]=[C:12]2[CH2:24][C:25]2[CH:30]=[CH:29][C:28]([C:41]3[CH:40]=[CH:39][CH:38]=[C:37]([S:34]([CH3:33])(=[O:36])=[O:35])[CH:42]=3)=[CH:27][CH:26]=2)=[CH:6][CH:5]=1. The yield is 0.560. (2) The reactants are [Cl:1][C:2]1[CH:3]=[C:4]2[C:8](=[CH:9][CH:10]=1)[NH:7][CH:6]=[C:5]2[CH2:11][NH:12][C:13](=[O:22])[C:14]1[CH:19]=[CH:18][C:17]([CH2:20]Cl)=[CH:16][CH:15]=1.[C:23]([C:25]1[CH:26]=[C:27](B(O)O)[CH:28]=[CH:29][CH:30]=1)#[N:24].C(=O)([O-])[O-].[Na+].[Na+].[I-].[Na+]. The catalyst is C(COC)OC.O.C1C=CC([P]([Pd]([P](C2C=CC=CC=2)(C2C=CC=CC=2)C2C=CC=CC=2)([P](C2C=CC=CC=2)(C2C=CC=CC=2)C2C=CC=CC=2)[P](C2C=CC=CC=2)(C2C=CC=CC=2)C2C=CC=CC=2)(C2C=CC=CC=2)C2C=CC=CC=2)=CC=1. The product is [Cl:1][C:2]1[CH:3]=[C:4]2[C:8](=[CH:9][CH:10]=1)[NH:7][CH:6]=[C:5]2[CH2:11][NH:12][C:13](=[O:22])[C:14]1[CH:19]=[CH:18][C:17]([CH2:20][C:29]2[CH:28]=[CH:27][CH:26]=[C:25]([C:23]#[N:24])[CH:30]=2)=[CH:16][CH:15]=1. The yield is 0.300.